This data is from Forward reaction prediction with 1.9M reactions from USPTO patents (1976-2016). The task is: Predict the product of the given reaction. (1) Given the reactants [C:1]([C:4]1[C:12]2[C:7](=[CH:8][C:9]([P:14](=[O:21])([O:18]CC)[O:15]CC)=[C:10]([F:13])[CH:11]=2)[N:6]([CH2:22][C:23]([N:25]2[CH2:29][C@H:28]([F:30])[CH2:27][C@H:26]2[C:31](=[O:42])[NH:32][CH2:33][C:34]2[CH:39]=[CH:38][CH:37]=[C:36]([Cl:40])[C:35]=2[F:41])=[O:24])[CH:5]=1)(=[O:3])[CH3:2].C[Si](Br)(C)C, predict the reaction product. The product is: [C:1]([C:4]1[C:12]2[C:7](=[CH:8][C:9]([P:14](=[O:15])([OH:21])[OH:18])=[C:10]([F:13])[CH:11]=2)[N:6]([CH2:22][C:23]([N:25]2[CH2:29][C@H:28]([F:30])[CH2:27][C@H:26]2[C:31](=[O:42])[NH:32][CH2:33][C:34]2[CH:39]=[CH:38][CH:37]=[C:36]([Cl:40])[C:35]=2[F:41])=[O:24])[CH:5]=1)(=[O:3])[CH3:2]. (2) Given the reactants [CH3:1][S:2]([NH:5][C:6]1[C:7]([C:19]2[CH:24]=[CH:23][CH:22]=[CH:21][CH:20]=2)=[N:8][C:9]2[C:14]([C:15]=1[C:16]([OH:18])=O)=[CH:13][CH:12]=[CH:11][CH:10]=2)(=[O:4])=[O:3].C1C=C2N=NN(O)C2=CC=1.O.CN1CCOCC1.CCN=C=NCCCN(C)C.Cl.[NH2:55][C@H:56]([C:60]1[CH:65]=[CH:64][CH:63]=[CH:62][CH:61]=1)[C@@H:57]([OH:59])[CH3:58], predict the reaction product. The product is: [OH:59][C@@H:57]([CH3:58])[C@H:56]([NH:55][C:16]([C:15]1[C:14]2[C:9](=[CH:10][CH:11]=[CH:12][CH:13]=2)[N:8]=[C:7]([C:19]2[CH:20]=[CH:21][CH:22]=[CH:23][CH:24]=2)[C:6]=1[NH:5][S:2]([CH3:1])(=[O:3])=[O:4])=[O:18])[C:60]1[CH:61]=[CH:62][CH:63]=[CH:64][CH:65]=1.